This data is from Retrosynthesis with 50K atom-mapped reactions and 10 reaction types from USPTO. The task is: Predict the reactants needed to synthesize the given product. (1) Given the product C#CC(C)(C)N1CCC(N2CCN(CCCN3CCCCC3)C2=C(C#N)C#N)CC1, predict the reactants needed to synthesize it. The reactants are: C#CC(C)(C)Cl.N#CC(C#N)=C1N(CCCN2CCCCC2)CCN1C1CCNCC1. (2) Given the product C[N+]1(C)C2CC[C@@H]1[C@@H](OC(=O)[C@](O)(c1ccccc1)C1CCCC1)C2, predict the reactants needed to synthesize it. The reactants are: CBr.CN1C2CC[C@@H]1[C@@H](OC(=O)[C@](O)(c1ccccc1)C1CCCC1)C2. (3) The reactants are: O=C1OC[C@@H]2C[C@]12c1cccc(F)c1. Given the product OC[C@@H]1C[C@@]1(CO)c1cccc(F)c1, predict the reactants needed to synthesize it. (4) Given the product COc1ccc(CNc2c(OCCS(=O)c3ccccc3Cl)n[nH]c(=O)c2Br)cc1OC, predict the reactants needed to synthesize it. The reactants are: COc1ccc(CNc2c(OCCSc3ccccc3Cl)n[nH]c(=O)c2Br)cc1OC.O=S([O-])([O-])=S. (5) The reactants are: NC(=O)c1cnc(N)c([N+](=O)[O-])c1. Given the product NC(=O)c1cnc(N)c(N)c1, predict the reactants needed to synthesize it. (6) The reactants are: O=C(O)CCN1CCN(c2cccc(Cl)c2Cl)CC1.O=C1CCc2ccc(CO)cc2N1. Given the product O=C1CCc2ccc(COC(=O)CCN3CCN(c4cccc(Cl)c4Cl)CC3)cc2N1, predict the reactants needed to synthesize it.